This data is from Forward reaction prediction with 1.9M reactions from USPTO patents (1976-2016). The task is: Predict the product of the given reaction. (1) Given the reactants Br[C:2]1[S:3][C:4]([NH:32]C(=O)OC(C)(C)C)=[C:5]([C:7](=[O:31])[NH:8][C:9]2[CH:10]=[N:11][N:12]([CH3:30])[C:13]=2[C@@H:14]2[CH2:20][CH2:19][C@@H:18]([NH:21]C(OC(C)(C)C)=O)[C@@H:17]([F:29])[CH2:16][O:15]2)[N:6]=1.[F:40][C:41]1[CH:46]=[CH:45][CH:44]=[C:43]([CH3:47])[C:42]=1B(O)O, predict the reaction product. The product is: [NH2:32][C:4]1[S:3][C:2]([C:42]2[C:43]([CH3:47])=[CH:44][CH:45]=[CH:46][C:41]=2[F:40])=[N:6][C:5]=1[C:7]([NH:8][C:9]1[CH:10]=[N:11][N:12]([CH3:30])[C:13]=1[C@@H:14]1[CH2:20][CH2:19][C@@H:18]([NH2:21])[C@@H:17]([F:29])[CH2:16][O:15]1)=[O:31]. (2) Given the reactants Br[C:2]1[CH:7]=[CH:6][CH:5]=[CH:4][N:3]=1.[OH:8][C:9]1[CH:19]=[CH:18][C:12]([C:13]([O:15][CH2:16][CH3:17])=[O:14])=[CH:11][CH:10]=1.C(=O)([O-])[O-].[K+].[K+].[OH-].[Na+], predict the reaction product. The product is: [CH2:16]([O:15][C:13]([C:12]1[CH:18]=[CH:19][C:9]([O:8][C:2]2[CH:7]=[CH:6][CH:5]=[CH:4][N:3]=2)=[CH:10][CH:11]=1)=[O:14])[CH3:17]. (3) Given the reactants C[Si](Cl)(C)C.BrCCBr.C([N:17]1[CH2:20][CH:19](I)[CH2:18]1)(OC(C)(C)C)=O.Br[C:23]1[CH:24]=[C:25]([N:34]([CH2:41][CH3:42])[CH:35]2[CH2:40][CH2:39][O:38][CH2:37][CH2:36]2)[C:26]([CH3:33])=[C:27]([CH:32]=1)[C:28]([O:30][CH3:31])=[O:29].C(Cl)Cl.[NH4+].[Cl-], predict the reaction product. The product is: [NH:17]1[CH2:18][CH:19]([C:23]2[CH:24]=[C:25]([N:34]([CH2:41][CH3:42])[CH:35]3[CH2:36][CH2:37][O:38][CH2:39][CH2:40]3)[C:26]([CH3:33])=[C:27]([CH:32]=2)[C:28]([O:30][CH3:31])=[O:29])[CH2:20]1.